This data is from CYP3A4 inhibition data for predicting drug metabolism from PubChem BioAssay. The task is: Regression/Classification. Given a drug SMILES string, predict its absorption, distribution, metabolism, or excretion properties. Task type varies by dataset: regression for continuous measurements (e.g., permeability, clearance, half-life) or binary classification for categorical outcomes (e.g., BBB penetration, CYP inhibition). Dataset: cyp3a4_veith. (1) The compound is COc1ccc(C)cc1NC(=O)c1cc2cc3ccc(C)cc3nc2o1. The result is 0 (non-inhibitor). (2) The molecule is O=C(c1ccccc1)[C@H](Nc1ccc2ccccc2c1)c1ccccc1. The result is 1 (inhibitor). (3) The drug is O=C(O)C[C@H]1OCC=C2CN3CC[C@]45c6ccccc6N[C@@H]4[C@H]1[C@H]2C[C@H]35. The result is 0 (non-inhibitor). (4) The compound is Cn1cccc1C(=O)N1CCC2(CCN(C(=O)Nc3cccc(C#N)c3)CC2)CC1. The result is 0 (non-inhibitor).